From a dataset of Catalyst prediction with 721,799 reactions and 888 catalyst types from USPTO. Predict which catalyst facilitates the given reaction. (1) Reactant: [Br:1][C:2]1[S:6][C:5](=[N:7][C:8]2[N:13]=[C:12]([CH2:14][N:15]3[CH2:20][CH2:19][NH:18][CH2:17][CH2:16]3)[CH:11]=[CH:10][CH:9]=2)[N:4]([CH2:21][O:22][CH3:23])[CH:3]=1.C(N(CC)CC)C.[C:31](Cl)(=[O:38])[C:32]1[CH:37]=[CH:36][CH:35]=[CH:34][CH:33]=1. Product: [Br:1][C:2]1[S:6][C:5](=[N:7][C:8]2[N:13]=[C:12]([CH2:14][N:15]3[CH2:20][CH2:19][N:18]([C:31](=[O:38])[C:32]4[CH:37]=[CH:36][CH:35]=[CH:34][CH:33]=4)[CH2:17][CH2:16]3)[CH:11]=[CH:10][CH:9]=2)[N:4]([CH2:21][O:22][CH3:23])[CH:3]=1. The catalyst class is: 789. (2) Reactant: [Cl:1][C:2]1[C:7]2[N:8]=[C:9]([CH3:11])[S:10][C:6]=2[CH:5]=[CH:4][C:3]=1[NH2:12].[Cl:13][C:14]1[CH:19]=[CH:18][C:17]([CH2:20][C:21](Cl)=[O:22])=[CH:16][CH:15]=1.C(N(CC)CC)C. Product: [Cl:1][C:2]1[C:7]2[N:8]=[C:9]([CH3:11])[S:10][C:6]=2[CH:5]=[CH:4][C:3]=1[NH:12][C:21](=[O:22])[CH2:20][C:17]1[CH:18]=[CH:19][C:14]([Cl:13])=[CH:15][CH:16]=1. The catalyst class is: 1. (3) Reactant: [C:1]([C:3]1[CH:4]=[C:5]([C:14]#[C:15][Si](C)(C)C)[C:6]([NH:10]C(=O)C)=[N:7][C:8]=1[CH3:9])#[N:2].O1CCCC1.CCCC[N+](CCCC)(CCCC)CCCC.[F-]. Product: [CH3:9][C:8]1[N:7]=[C:6]2[NH:10][CH:15]=[CH:14][C:5]2=[CH:4][C:3]=1[C:1]#[N:2]. The catalyst class is: 6. (4) Reactant: C(OC([N:8]([C@H:13]1[C:21]2[C:16](=[C:17]([C:22]3[S:23][C:24]([C:27]4[CH:32]=[CH:31][C:30]([O:33][CH:34]([CH3:36])[CH3:35])=[C:29]([C:37]#[N:38])[CH:28]=4)=[N:25][N:26]=3)[CH:18]=[CH:19][CH:20]=2)[CH2:15][CH2:14]1)[CH2:9][C:10]([OH:12])=[O:11])=O)(C)(C)C.Cl. Product: [C:37]([C:29]1[CH:28]=[C:27]([C:24]2[S:23][C:22]([C:17]3[CH:18]=[CH:19][CH:20]=[C:21]4[C:16]=3[CH2:15][CH2:14][C@H:13]4[NH:8][CH2:9][C:10]([OH:12])=[O:11])=[N:26][N:25]=2)[CH:32]=[CH:31][C:30]=1[O:33][CH:34]([CH3:36])[CH3:35])#[N:38]. The catalyst class is: 12. (5) Reactant: [O:1]([C:8]1[CH:13]=[CH:12][C:11]([CH2:14][CH2:15][C:16]([C:18]2[O:19][C:20]([C:23]3[N:28]=[CH:27][C:26]([C:29]([O:31]C)=[O:30])=[CH:25][CH:24]=3)=[CH:21][N:22]=2)=[O:17])=[CH:10][CH:9]=1)[C:2]1[CH:7]=[CH:6][CH:5]=[CH:4][CH:3]=1.[Li+].[OH-].Cl. Product: [O:1]([C:8]1[CH:9]=[CH:10][C:11]([CH2:14][CH2:15][C:16]([C:18]2[O:19][C:20]([C:23]3[N:28]=[CH:27][C:26]([C:29]([OH:31])=[O:30])=[CH:25][CH:24]=3)=[CH:21][N:22]=2)=[O:17])=[CH:12][CH:13]=1)[C:2]1[CH:7]=[CH:6][CH:5]=[CH:4][CH:3]=1. The catalyst class is: 249. (6) Reactant: [CH3:1][C:2]([CH3:8])=[CH:3][C:4]([O:6][CH3:7])=[O:5].N1CCCCC1.[SH:15][CH2:16][CH2:17][C:18]([O:20][CH3:21])=[O:19].CCOCC. Product: [CH3:7][O:6][C:4](=[O:5])[CH2:3][C:2]([S:15][CH2:16][CH2:17][C:18]([O:20][CH3:21])=[O:19])([CH3:8])[CH3:1]. The catalyst class is: 5.